Task: Predict the reaction yield, written as a fraction of the theoretical maximum amount of product (1.0 means a 100% yield; for example, 0.34 means a 34% yield).. Dataset: Reaction yield outcomes from USPTO patents with 853,638 reactions (1) The reactants are [Br:1][C:2]1[CH:23]=[CH:22][C:5]2[N:6]([CH2:9][C:10]3[CH:21]=[CH:20][C:13]4[N:14]=[C:15](S(C)=O)[O:16][C:12]=4[CH:11]=3)[CH:7]=[N:8][C:4]=2[CH:3]=1.[NH2:24][C@@H:25]1[CH2:30][CH2:29][CH2:28][CH2:27][C@H:26]1[OH:31].CCN(C(C)C)C(C)C.O. The catalyst is CC(N(C)C)=O. The product is [Br:1][C:2]1[CH:23]=[CH:22][C:5]2[N:6]([CH2:9][C:10]3[CH:21]=[CH:20][C:13]4[N:14]=[C:15]([NH:24][C@@H:25]5[CH2:30][CH2:29][CH2:28][CH2:27][C@H:26]5[OH:31])[O:16][C:12]=4[CH:11]=3)[CH:7]=[N:8][C:4]=2[CH:3]=1. The yield is 0.748. (2) The reactants are [NH2:1][C:2]1[CH:7]=[CH:6][C:5]([CH:8]2[CH2:13][C:12](=[O:14])[N:11]([CH3:15])[C:10](=[O:16])[CH2:9]2)=[CH:4][C:3]=1[C:17]1[CH2:22][CH2:21][CH2:20][CH2:19][CH:18]=1.C1CN([P+](Br)(N2CCCC2)N2CCCC2)CC1.F[P-](F)(F)(F)(F)F.[K+].[C:48]([C:50]1[N:51]=[C:52]([C:63]([O-])=[O:64])[N:53]([CH2:55][O:56][CH2:57][CH2:58][Si:59]([CH3:62])([CH3:61])[CH3:60])[CH:54]=1)#[N:49].CCN(C(C)C)C(C)C. The catalyst is C(Cl)Cl. The product is [C:17]1([C:3]2[CH:4]=[C:5]([CH:8]3[CH2:9][C:10](=[O:16])[N:11]([CH3:15])[C:12](=[O:14])[CH2:13]3)[CH:6]=[CH:7][C:2]=2[NH:1][C:63]([C:52]2[N:53]([CH2:55][O:56][CH2:57][CH2:58][Si:59]([CH3:62])([CH3:61])[CH3:60])[CH:54]=[C:50]([C:48]#[N:49])[N:51]=2)=[O:64])[CH2:22][CH2:21][CH2:20][CH2:19][CH:18]=1. The yield is 0.270. (3) The reactants are [CH3:1][C:2]([C:6]1[CH:11]=[CH:10][C:9]([N+:12]([O-:14])=[O:13])=[CH:8][CH:7]=1)([CH3:5])[CH2:3][NH2:4].[OH-].[Na+].[CH3:17][C:18]([O:21][C:22](O[C:22]([O:21][C:18]([CH3:20])([CH3:19])[CH3:17])=[O:23])=[O:23])([CH3:20])[CH3:19].OS([O-])(=O)=O.[K+]. The catalyst is O1CCOCC1.O. The product is [CH3:5][C:2]([C:6]1[CH:11]=[CH:10][C:9]([N+:12]([O-:14])=[O:13])=[CH:8][CH:7]=1)([CH3:1])[CH2:3][NH:4][C:22](=[O:23])[O:21][C:18]([CH3:20])([CH3:19])[CH3:17]. The yield is 0.800. (4) The reactants are [Cl:1][C:2]1[N:3]=[C:4]([C:9]([O:11]CC)=[O:10])[NH:5][C:6]=1[CH2:7][CH3:8].[OH-].[Li+]. The catalyst is CO.ClCCl. The product is [Cl:1][C:2]1[N:3]=[C:4]([C:9]([OH:11])=[O:10])[NH:5][C:6]=1[CH2:7][CH3:8]. The yield is 1.00.